Dataset: NCI-60 drug combinations with 297,098 pairs across 59 cell lines. Task: Regression. Given two drug SMILES strings and cell line genomic features, predict the synergy score measuring deviation from expected non-interaction effect. (1) Drug 1: CN(C)C1=NC(=NC(=N1)N(C)C)N(C)C. Drug 2: C(=O)(N)NO. Cell line: A498. Synergy scores: CSS=-4.36, Synergy_ZIP=0.595, Synergy_Bliss=-3.30, Synergy_Loewe=-13.7, Synergy_HSA=-8.21. (2) Drug 1: CC12CCC(CC1=CCC3C2CCC4(C3CC=C4C5=CN=CC=C5)C)O. Drug 2: C1C(C(OC1N2C=NC3=C(N=C(N=C32)Cl)N)CO)O. Cell line: SW-620. Synergy scores: CSS=20.4, Synergy_ZIP=-5.19, Synergy_Bliss=-2.61, Synergy_Loewe=-12.0, Synergy_HSA=-4.59. (3) Drug 1: CN(C)C1=NC(=NC(=N1)N(C)C)N(C)C. Drug 2: C1=NC2=C(N1)C(=S)N=C(N2)N. Cell line: HCC-2998. Synergy scores: CSS=16.5, Synergy_ZIP=1.46, Synergy_Bliss=4.00, Synergy_Loewe=-27.2, Synergy_HSA=0.752. (4) Drug 1: C(CCl)NC(=O)N(CCCl)N=O. Drug 2: CC1C(C(CC(O1)OC2CC(CC3=C2C(=C4C(=C3O)C(=O)C5=CC=CC=C5C4=O)O)(C(=O)C)O)N)O. Cell line: SNB-19. Synergy scores: CSS=44.4, Synergy_ZIP=-7.36, Synergy_Bliss=-4.63, Synergy_Loewe=-1.17, Synergy_HSA=0.307. (5) Drug 1: CC(C1=C(C=CC(=C1Cl)F)Cl)OC2=C(N=CC(=C2)C3=CN(N=C3)C4CCNCC4)N. Drug 2: CN1CCC(CC1)COC2=C(C=C3C(=C2)N=CN=C3NC4=C(C=C(C=C4)Br)F)OC. Cell line: OVCAR-5. Synergy scores: CSS=25.4, Synergy_ZIP=-3.46, Synergy_Bliss=2.44, Synergy_Loewe=0.963, Synergy_HSA=2.51. (6) Drug 1: C1CC(=O)NC(=O)C1N2CC3=C(C2=O)C=CC=C3N. Drug 2: C1CC(=O)NC(=O)C1N2C(=O)C3=CC=CC=C3C2=O. Cell line: ACHN. Synergy scores: CSS=0.432, Synergy_ZIP=1.22, Synergy_Bliss=2.89, Synergy_Loewe=1.08, Synergy_HSA=1.56. (7) Drug 1: C1=C(C(=O)NC(=O)N1)N(CCCl)CCCl. Drug 2: CC(C)(C#N)C1=CC(=CC(=C1)CN2C=NC=N2)C(C)(C)C#N. Synergy scores: CSS=20.2, Synergy_ZIP=-9.19, Synergy_Bliss=-8.87, Synergy_Loewe=-7.50, Synergy_HSA=-7.65. Cell line: HOP-92. (8) Drug 1: COC1=CC(=CC(=C1O)OC)C2C3C(COC3=O)C(C4=CC5=C(C=C24)OCO5)OC6C(C(C7C(O6)COC(O7)C8=CC=CS8)O)O. Drug 2: N.N.Cl[Pt+2]Cl. Cell line: SK-MEL-28. Synergy scores: CSS=2.50, Synergy_ZIP=-2.40, Synergy_Bliss=4.58, Synergy_Loewe=-20.1, Synergy_HSA=-0.848.